The task is: Predict the product of the given reaction.. This data is from Forward reaction prediction with 1.9M reactions from USPTO patents (1976-2016). Given the reactants [Br:1][C:2]1[CH:3]=[N:4][N:5]([CH3:23])[C:6]=1[C:7]1[CH:8]=[C:9]([NH2:22])[CH:10]=[CH:11][C:12]=1[O:13][CH2:14][CH2:15][N:16]1[CH2:19][CH:18]([O:20][CH3:21])[CH2:17]1.[Cl:24][C:25]1[CH:30]=[CH:29][C:28]([N:31]=[C:32]=[O:33])=[CH:27][CH:26]=1, predict the reaction product. The product is: [Br:1][C:2]1[CH:3]=[N:4][N:5]([CH3:23])[C:6]=1[C:7]1[CH:8]=[C:9]([NH:22][C:32]([NH:31][C:28]2[CH:29]=[CH:30][C:25]([Cl:24])=[CH:26][CH:27]=2)=[O:33])[CH:10]=[CH:11][C:12]=1[O:13][CH2:14][CH2:15][N:16]1[CH2:17][CH:18]([O:20][CH3:21])[CH2:19]1.